Dataset: Forward reaction prediction with 1.9M reactions from USPTO patents (1976-2016). Task: Predict the product of the given reaction. (1) Given the reactants [C:1](Cl)(=O)[C:2]([Cl:4])=[O:3].[CH2:7]([O:14][C:15](=[O:23])[CH2:16][CH2:17][CH2:18]CC(O)=O)[C:8]1[CH:13]=[CH:12][CH:11]=[CH:10][CH:9]=1, predict the reaction product. The product is: [Cl:4][C:2](=[O:3])[CH2:1][CH2:18][CH2:17][CH2:16][C:15]([O:14][CH2:7][C:8]1[CH:9]=[CH:10][CH:11]=[CH:12][CH:13]=1)=[O:23]. (2) Given the reactants [C:1]1([CH2:7][C:8]([C@H:10]2[CH2:14][CH2:13][CH2:12][O:11]2)=O)[CH:6]=[CH:5][CH:4]=[CH:3][CH:2]=1.[CH2:15]([O:17][C:18]1[CH:19]=[C:20]([CH:23]=[C:24]([N+:27]([O-:29])=[O:28])[C:25]=1[OH:26])[CH:21]=O)[CH3:16].[NH2:30][C:31]([NH2:33])=[O:32], predict the reaction product. The product is: [CH2:15]([O:17][C:18]1[CH:19]=[C:20]([CH:21]2[C:7]([C:1]3[CH:6]=[CH:5][CH:4]=[CH:3][CH:2]=3)=[C:8]([C@H:10]3[CH2:14][CH2:13][CH2:12][O:11]3)[NH:33][C:31](=[O:32])[NH:30]2)[CH:23]=[C:24]([N+:27]([O-:29])=[O:28])[C:25]=1[OH:26])[CH3:16]. (3) Given the reactants [C:1]([O:5][C:6]([N:8]1[CH2:16][C:15]2[C:10](=[CH:11][CH:12]=[C:13]([C:17]([OH:19])=O)[CH:14]=2)[CH2:9]1)=[O:7])([CH3:4])([CH3:3])[CH3:2].C(Cl)CCl.[CH2:24]([N:26](CC)[CH2:27][CH3:28])[CH3:25].N1CCCC1, predict the reaction product. The product is: [C:1]([O:5][C:6]([N:8]1[CH2:16][C:15]2[C:10](=[CH:11][CH:12]=[C:13]([C:17]([N:26]3[CH2:27][CH2:28][CH2:25][CH2:24]3)=[O:19])[CH:14]=2)[CH2:9]1)=[O:7])([CH3:2])([CH3:3])[CH3:4]. (4) Given the reactants [C:1]([O:5][C:6](=[O:24])[NH:7][C@@H:8]1[C:14](=[O:15])[NH:13][C:12]2[CH:16]=[CH:17][CH:18]=[CH:19][C:11]=2[C:10]2[CH:20]=[CH:21][CH:22]=[CH:23][C:9]1=2)([CH3:4])([CH3:3])[CH3:2].BrC[CH2:27][CH2:28][O:29][CH2:30][CH2:31]CBr, predict the reaction product. The product is: [C:1]([O:5][C:6](=[O:24])[NH:7][C@@H:8]1[C:14](=[O:15])[N:13]([CH2:27][CH2:28][O:29][CH2:30][CH3:31])[C:12]2[CH:16]=[CH:17][CH:18]=[CH:19][C:11]=2[C:10]2[CH:20]=[CH:21][CH:22]=[CH:23][C:9]1=2)([CH3:4])([CH3:2])[CH3:3]. (5) Given the reactants [CH3:1][O:2][C:3]([C:5]1[NH:25][C:8]2=[N:9][CH:10]=[C:11]([NH:13][CH2:14][C:15]3[CH:20]=[C:19]([N+:21]([O-])=O)[CH:18]=[CH:17][C:16]=3[CH3:24])[CH:12]=[C:7]2[CH:6]=1)=[O:4].C[OH:27], predict the reaction product. The product is: [CH3:1][O:2][C:3]([C:5]1[NH:25][C:8]2=[N:9][CH:10]=[C:11]([NH:13][C:14](=[O:27])[C:15]3[CH:20]=[C:19]([NH2:21])[CH:18]=[CH:17][C:16]=3[CH3:24])[CH:12]=[C:7]2[CH:6]=1)=[O:4].